Dataset: Catalyst prediction with 721,799 reactions and 888 catalyst types from USPTO. Task: Predict which catalyst facilitates the given reaction. Reactant: [CH2:1]=[C:2]1[CH2:7][CH2:6][N:5]([C:8]2[CH:13]=[CH:12][C:11]([N+:14]([O-])=O)=[CH:10][CH:9]=2)[CH2:4][CH2:3]1. Product: [CH2:1]=[C:2]1[CH2:7][CH2:6][N:5]([C:8]2[CH:9]=[CH:10][C:11]([NH2:14])=[CH:12][CH:13]=2)[CH2:4][CH2:3]1. The catalyst class is: 13.